Task: Predict the product of the given reaction.. Dataset: Forward reaction prediction with 1.9M reactions from USPTO patents (1976-2016) (1) Given the reactants [Cl:1][C:2]1[CH:9]=[CH:8][C:5]([CH:6]=[O:7])=[CH:4][CH:3]=1.[C-]#N.[K+], predict the reaction product. The product is: [Cl:1][C:2]1[CH:9]=[CH:8][C:5]([C:6]([CH:6]([C:5]2[CH:8]=[CH:9][C:2]([Cl:1])=[CH:3][CH:4]=2)[OH:7])=[O:7])=[CH:4][CH:3]=1. (2) The product is: [F:38][C:32]1[CH:33]=[CH:34][CH:35]=[C:36]([F:37])[C:31]=1[C:29]1[S:30][C:26]([NH:25][C:23](=[O:24])[O:22][C:18]([CH3:20])([CH3:19])[CH3:21])=[C:27]([C:39](=[O:40])[NH:15][C:5]2[CH:4]=[N:3][N:2]([CH3:1])[C:6]=2[O:7][CH2:8][CH:9]2[CH2:14][CH2:13][O:12][CH2:11][CH2:10]2)[N:28]=1. Given the reactants [CH3:1][N:2]1[C:6]([O:7][CH2:8][CH:9]2[CH2:14][CH2:13][O:12][CH2:11][CH2:10]2)=[C:5]([N+:15]([O-])=O)[CH:4]=[N:3]1.[C:18]([O:22][C:23]([NH:25][C:26]1[S:30][C:29]([C:31]2[C:36]([F:37])=[CH:35][CH:34]=[CH:33][C:32]=2[F:38])=[N:28][C:27]=1[C:39](O)=[O:40])=[O:24])([CH3:21])([CH3:20])[CH3:19].CN(C(ON1N=NC2C=CC=NC1=2)=[N+](C)C)C.F[P-](F)(F)(F)(F)F.CCN(C(C)C)C(C)C, predict the reaction product. (3) Given the reactants [CH3:1][N:2]([CH3:29])[S:3]([N:6]1[C:10]2[C:11]3[O:15][CH:14]=[N:13][C:12]=3[C:16]([F:19])=[C:17]([F:18])[C:9]=2[N:8]([C:20]2[CH:25]=[CH:24][C:23]([I:26])=[CH:22][C:21]=2[F:27])C1=O)(=[O:5])=[O:4].[K].FC1C2N=COC=2C(NS(C2CC2)(=O)=O)=C(NC2C=CC(I)=CC=2F)C=1F, predict the reaction product. The product is: [F:19][C:16]1[C:12]2[N:13]=[CH:14][O:15][C:11]=2[C:10]([NH:6][S:3](=[O:5])(=[O:4])[N:2]([CH3:29])[CH3:1])=[C:9]([NH:8][C:20]2[CH:25]=[CH:24][C:23]([I:26])=[CH:22][C:21]=2[F:27])[C:17]=1[F:18]. (4) Given the reactants Br[C:2]1[CH:7]=[CH:6][C:5]([C:8]2[C:9]3[C:14]([C:15]([C:22]4[CH:27]=[CH:26][CH:25]=[CH:24][CH:23]=4)=[C:16]4[C:21]=2[CH:20]=[CH:19][CH:18]=[CH:17]4)=[CH:13][CH:12]=[CH:11][CH:10]=3)=[CH:4][CH:3]=1.[CH:28]1[C:36]2[C:35]3[CH:37]=[CH:38][CH:39]=[CH:40][C:34]=3[O:33][C:32]=2[C:31]([C:41]2[CH:42]=[CH:43][C:44]3[NH:45][C:46]4[C:51]([C:52]=3[CH:53]=2)=[CH:50][C:49]([C:54]2[C:59]3[O:60][C:61]5[CH:66]=[CH:65][CH:64]=[CH:63][C:62]=5[C:58]=3[CH:57]=[CH:56][CH:55]=2)=[CH:48][CH:47]=4)=[CH:30][CH:29]=1.CC(C)([O-])C.[Na+].C(P(C(C)(C)C)C(C)(C)C)(C)(C)C, predict the reaction product. The product is: [CH:28]1[C:36]2[C:35]3[CH:37]=[CH:38][CH:39]=[CH:40][C:34]=3[O:33][C:32]=2[C:31]([C:41]2[CH:42]=[CH:43][C:44]3[N:45]([C:2]4[CH:3]=[CH:4][C:5]([C:8]5[C:21]6[C:16]([C:15]([C:22]7[CH:27]=[CH:26][CH:25]=[CH:24][CH:23]=7)=[C:14]7[C:9]=5[CH:10]=[CH:11][CH:12]=[CH:13]7)=[CH:17][CH:18]=[CH:19][CH:20]=6)=[CH:6][CH:7]=4)[C:46]4[C:51]([C:52]=3[CH:53]=2)=[CH:50][C:49]([C:54]2[C:59]3[O:60][C:61]5[CH:66]=[CH:65][CH:64]=[CH:63][C:62]=5[C:58]=3[CH:57]=[CH:56][CH:55]=2)=[CH:48][CH:47]=4)=[CH:30][CH:29]=1. (5) Given the reactants Cl[C:2]1[N:7]=[CH:6][N:5]=[C:4]([NH:8][C:9]2[CH:14]=[CH:13][C:12]([N:15]3[CH2:20][CH2:19][O:18][CH2:17][CH2:16]3)=[CH:11][CH:10]=2)[N:3]=1.[N:21]1([C:26]2[CH:33]=[CH:32][C:31](B3OC(C)(C)C(C)(C)O3)=[CH:30][C:27]=2[C:28]#[N:29])[CH2:25][CH2:24][CH2:23][CH2:22]1.C1(P(C2C=CC=CC=2)C2C=CC=CC=2)C=CC=CC=1.C(=O)([O-])[O-].[Na+].[Na+], predict the reaction product. The product is: [O:18]1[CH2:19][CH2:20][N:15]([C:12]2[CH:13]=[CH:14][C:9]([NH:8][C:4]3[N:5]=[CH:6][N:7]=[C:2]([C:31]4[CH:32]=[CH:33][C:26]([N:21]5[CH2:22][CH2:23][CH2:24][CH2:25]5)=[C:27]([CH:30]=4)[C:28]#[N:29])[N:3]=3)=[CH:10][CH:11]=2)[CH2:16][CH2:17]1.